From a dataset of Reaction yield outcomes from USPTO patents with 853,638 reactions. Predict the reaction yield, written as a fraction of the theoretical maximum amount of product (1.0 means a 100% yield; for example, 0.34 means a 34% yield). The reactants are [NH2:1][CH2:2][C:3]([NH2:6])([CH3:5])[CH3:4].[N:7]#[C:8][Br:9]. The catalyst is O. The product is [BrH:9].[CH3:4][C:3]1([CH3:5])[NH:6][C:8]([NH2:7])=[N:1][CH2:2]1. The yield is 0.890.